From a dataset of Full USPTO retrosynthesis dataset with 1.9M reactions from patents (1976-2016). Predict the reactants needed to synthesize the given product. (1) Given the product [Cl:1][C:2]1[CH:3]=[C:4]([N:22]([CH2:43][CH3:44])[C@H:23]2[CH2:24][CH2:25][C@H:26]([N:29]([CH2:31][C:32]3[CH:37]=[CH:36][CH:35]=[C:34]([O:38][CH2:39][CH2:40][O:41][CH3:42])[CH:33]=3)[CH3:30])[CH2:27][CH2:28]2)[C:5]([CH3:21])=[C:6]([CH:20]=1)[C:7]([NH:9][CH2:10][C:11]1[C:12](=[O:18])[NH:13][N:14]([CH3:17])[C:15]=1[CH3:16])=[O:8], predict the reactants needed to synthesize it. The reactants are: [Cl:1][C:2]1[CH:3]=[C:4]([N:22]([CH2:43][CH3:44])[C@H:23]2[CH2:28][CH2:27][C@H:26]([N:29]([CH2:31][C:32]3[CH:37]=[CH:36][CH:35]=[C:34]([O:38][CH2:39][CH2:40][O:41][CH3:42])[CH:33]=3)[CH3:30])[CH2:25][CH2:24]2)[C:5]([CH3:21])=[C:6]([CH:20]=1)[C:7]([NH:9][CH2:10][C:11]1[C:12]([O:18]C)=[N:13][N:14]([CH3:17])[C:15]=1[CH3:16])=[O:8].C(=O)(O)[O-].[Na+]. (2) Given the product [F:25][C:26]1[CH:33]=[CH:32][C:29]([CH2:30][N:20]2[CH2:19][CH2:18][N:17]([CH2:16][CH2:15][C@@H:10]([CH2:9][C@H:8]([C:5]3[CH:6]=[CH:7][C:2]([F:1])=[CH:3][CH:4]=3)[O:23][CH3:24])[C:11]([O:13][CH3:14])=[O:12])[CH2:22][CH2:21]2)=[CH:28][C:27]=1[CH3:34], predict the reactants needed to synthesize it. The reactants are: [F:1][C:2]1[CH:7]=[CH:6][C:5]([C@H:8]([O:23][CH3:24])[CH2:9][C@H:10]([CH2:15][CH2:16][N:17]2[CH2:22][CH2:21][NH:20][CH2:19][CH2:18]2)[C:11]([O:13][CH3:14])=[O:12])=[CH:4][CH:3]=1.[F:25][C:26]1[CH:33]=[CH:32][C:29]([CH:30]=O)=[CH:28][C:27]=1[CH3:34].[BH-](OC(C)=O)(OC(C)=O)OC(C)=O.[Na+].CC(O)=O.